Dataset: Reaction yield outcomes from USPTO patents with 853,638 reactions. Task: Predict the reaction yield, written as a fraction of the theoretical maximum amount of product (1.0 means a 100% yield; for example, 0.34 means a 34% yield). (1) The product is [CH3:1][O:2][C:3](=[O:16])[CH2:4][C:9]([CH2:14][CH3:15])([CH2:12][CH3:13])[CH2:10][CH3:11]. The yield is 1.00. The catalyst is CS(C)=O. The reactants are [CH3:1][O:2][C:3](=[O:16])[CH:4]([C:9]([CH2:14][CH3:15])([CH2:12][CH3:13])[CH2:10][CH3:11])C(OC)=O.[Li+].[Cl-].O. (2) The product is [CH2:1]([N:5]1[C:13]2[C:12](=[O:14])[N:11]([CH3:15])[C:10]([O:33][C:32]3[CH:34]=[CH:35][CH:36]=[CH:37][C:31]=3[C:30](=[O:38])[NH2:39])=[N:9][C:8]=2[N:7]=[C:6]1[N:17]1[CH2:22][CH2:21][N:20]([C:23]([O:25][C:26]([CH3:29])([CH3:28])[CH3:27])=[O:24])[CH2:19][CH2:18]1)[C:2]#[C:3][CH3:4]. The reactants are [CH2:1]([N:5]1[C:13]2[C:12](=[O:14])[N:11]([CH3:15])[C:10](Cl)=[N:9][C:8]=2[N:7]=[C:6]1[N:17]1[CH2:22][CH2:21][N:20]([C:23]([O:25][C:26]([CH3:29])([CH3:28])[CH3:27])=[O:24])[CH2:19][CH2:18]1)[C:2]#[C:3][CH3:4].[C:30]([NH2:39])(=[O:38])[C:31]1[C:32](=[CH:34][CH:35]=[CH:36][CH:37]=1)[OH:33].C(=O)([O-])[O-].[K+].[K+].O. The catalyst is CN1CCCC1=O. The yield is 0.890. (3) The reactants are [Cl:1][C:2]1[N:7]=[C:6](Cl)[CH:5]=[CH:4][N:3]=1.C(=O)([O-])[O-].[K+].[K+].[Br:15][C:16]1[NH:20][CH:19]=[N:18][CH:17]=1.O. The catalyst is CN(C=O)C. The product is [Br:15][C:16]1[N:20]([C:6]2[CH:5]=[CH:4][N:3]=[C:2]([Cl:1])[N:7]=2)[CH:19]=[N:18][CH:17]=1. The yield is 0.230. (4) The reactants are [N:1]([CH2:4][CH2:5][CH2:6][C:7]1[C:15]2[C:10](=[CH:11][CH:12]=[C:13]([F:16])[CH:14]=2)[NH:9][CH:8]=1)=[N+:2]=[N-:3].CC([O-])(C)C.[K+].[Cl:23][C:24]1[N:25]=[C:26]2[N:30]([C:31]=1[S:32](Cl)(=[O:34])=[O:33])[CH:29]=[CH:28][S:27]2. The catalyst is C1COCC1. The product is [N:1]([CH2:4][CH2:5][CH2:6][C:7]1[C:15]2[C:10](=[CH:11][CH:12]=[C:13]([F:16])[CH:14]=2)[N:9]([S:32]([C:31]2[N:30]3[C:26]([S:27][CH:28]=[CH:29]3)=[N:25][C:24]=2[Cl:23])(=[O:33])=[O:34])[CH:8]=1)=[N+:2]=[N-:3]. The yield is 0.880. (5) The reactants are [CH2:1]([S:8][C:9]1[CH:10]=[CH:11][C:12]([NH:22][C:23]2[C:24]([O:31][CH3:32])=[N:25][C:26]([Cl:30])=[C:27]([Cl:29])[CH:28]=2)=[C:13](/[CH:15]=[CH:16]/[C:17]([O:19]CC)=O)[CH:14]=1)[C:2]1[CH:7]=[CH:6][CH:5]=[CH:4][CH:3]=1.C[O-].[Na+]. The catalyst is CO. The product is [CH2:1]([S:8][C:9]1[CH:14]=[C:13]2[C:12](=[CH:11][CH:10]=1)[N:22]([C:23]1[C:24]([O:31][CH3:32])=[N:25][C:26]([Cl:30])=[C:27]([Cl:29])[CH:28]=1)[C:17](=[O:19])[CH:16]=[CH:15]2)[C:2]1[CH:7]=[CH:6][CH:5]=[CH:4][CH:3]=1. The yield is 0.910. (6) The reactants are [NH:1]1[C:5]2[CH:6]=[CH:7][CH:8]=[CH:9][C:4]=2[N:3]=[C:2]1[C:10]1[C:14]([NH2:15])=[CH:13][NH:12][N:11]=1.[C:16]([N:20]=[C:21]=[O:22])([CH3:19])([CH3:18])[CH3:17]. The catalyst is CN(C=O)C. The product is [NH:3]1[C:4]2[CH:9]=[CH:8][CH:7]=[CH:6][C:5]=2[N:1]=[C:2]1[C:10]1[C:14]([NH:15][C:21]([NH:20][C:16]([CH3:19])([CH3:18])[CH3:17])=[O:22])=[CH:13][NH:12][N:11]=1. The yield is 0.350. (7) The yield is 0.900. The product is [C:21]([CH2:22][O:7][C:6](=[O:8])[C:5]1[CH:9]=[CH:10][C:2]([CH3:1])=[N:3][C:4]=1[NH:11][C:12]1[CH:17]=[CH:16][CH:15]=[C:14]([N+:18]([O-:20])=[O:19])[CH:13]=1)#[N:23]. The catalyst is CC(C)=O. The reactants are [CH3:1][C:2]1[CH:10]=[CH:9][C:5]([C:6]([OH:8])=[O:7])=[C:4]([NH:11][C:12]2[CH:17]=[CH:16][CH:15]=[C:14]([N+:18]([O-:20])=[O:19])[CH:13]=2)[N:3]=1.[CH2:21]([N:23](CC)CC)[CH3:22].ClCC#N. (8) The reactants are [NH:1]1[C:11]2[C:6](=[CH:7][CH:8]=[CH:9][CH:10]=2)[C:4](=O)[C:2]1=[O:3].[F:12][C:13]([F:22])([F:21])[C:14]1[CH:15]=[C:16]([CH:18]=[CH:19][CH:20]=1)[NH2:17]. No catalyst specified. The product is [F:12][C:13]([F:21])([F:22])[C:14]1[CH:15]=[C:16]([N:17]=[C:4]2[C:6]3[CH:7]=[CH:8][CH:9]=[CH:10][C:11]=3[NH:1][C:2]2=[O:3])[CH:18]=[CH:19][CH:20]=1. The yield is 0.950. (9) The reactants are [F:1][C:2]1[CH:7]=[CH:6][CH:5]=[CH:4][C:3]=1[OH:8].[H-].[Na+].F[C:12]1[CH:17]=[CH:16][C:15]([N+:18]([O-:20])=[O:19])=[CH:14][CH:13]=1. The catalyst is CN(C)C=O.Cl[Cu]. The product is [F:1][C:2]1[CH:7]=[CH:6][CH:5]=[CH:4][C:3]=1[O:8][C:12]1[CH:17]=[CH:16][C:15]([N+:18]([O-:20])=[O:19])=[CH:14][CH:13]=1. The yield is 0.310. (10) The reactants are [F:1][C:2]1[CH:7]=[C:6]([CH3:8])[CH:5]=[CH:4][C:3]=1[N:9]1[C:13]2[CH:14]=[CH:15][CH:16]=[CH:17][C:12]=2[NH:11][S:10]1(=[O:19])=[O:18].C(=O)([O-])[O-].[Cs+].[Cs+].[Cl:26][CH2:27]/[CH:28]=[CH:29]\[CH2:30]Cl. The catalyst is CN(C)C=O.C(OCC)C. The product is [Cl:26][CH2:27]/[CH:28]=[CH:29]\[CH2:30][N:11]1[C:12]2[CH:17]=[CH:16][CH:15]=[CH:14][C:13]=2[N:9]([C:3]2[CH:4]=[CH:5][C:6]([CH3:8])=[CH:7][C:2]=2[F:1])[S:10]1(=[O:19])=[O:18]. The yield is 0.500.